Regression. Given a peptide amino acid sequence and an MHC pseudo amino acid sequence, predict their binding affinity value. This is MHC class I binding data. From a dataset of Peptide-MHC class I binding affinity with 185,985 pairs from IEDB/IMGT. (1) The peptide sequence is GIVSSMHYK. The MHC is HLA-B46:01 with pseudo-sequence HLA-B46:01. The binding affinity (normalized) is 0.0847. (2) The peptide sequence is MQIDGGEGV. The MHC is HLA-B46:01 with pseudo-sequence HLA-B46:01. The binding affinity (normalized) is 0.0847. (3) The peptide sequence is SLVMLLVHYA. The MHC is HLA-A02:06 with pseudo-sequence HLA-A02:06. The binding affinity (normalized) is 0.441. (4) The peptide sequence is YRYGFVANF. The MHC is HLA-A26:01 with pseudo-sequence HLA-A26:01. The binding affinity (normalized) is 0.0847.